Dataset: Forward reaction prediction with 1.9M reactions from USPTO patents (1976-2016). Task: Predict the product of the given reaction. (1) The product is: [C:1]([O:5][C:6]([NH:8][C@@:9]1([CH:21]2[CH2:26][CH2:25][N:24]([C:27]([O:29][CH2:30][CH2:31][Si:32]([CH3:35])([CH3:34])[CH3:33])=[O:28])[CH2:23][CH2:22]2)[C:16](=[O:17])[N:15]2[C@@H:11]([S:12][CH2:13][C@H:14]2[C:18]([O:20][CH3:36])=[O:19])[CH2:10]1)=[O:7])([CH3:4])([CH3:3])[CH3:2]. Given the reactants [C:1]([O:5][C:6]([NH:8][C@@:9]1([CH:21]2[CH2:26][CH2:25][N:24]([C:27]([O:29][CH2:30][CH2:31][Si:32]([CH3:35])([CH3:34])[CH3:33])=[O:28])[CH2:23][CH2:22]2)[C:16](=[O:17])[N:15]2[C@@H:11]([S:12][CH2:13][C@H:14]2[C:18]([OH:20])=[O:19])[CH2:10]1)=[O:7])([CH3:4])([CH3:3])[CH3:2].[CH2:36](OCC)C.C[Si](C=[N+]=[N-])(C)C.C(O)(=O)C, predict the reaction product. (2) Given the reactants [Br:1][C:2]1[N:6]2[N:7]=[C:8](Cl)[CH:9]=[CH:10][C:5]2=[N:4][CH:3]=1.[CH3:12][O:13][CH2:14][CH2:15][NH2:16].C(Cl)Cl.CO.[NH4+].[OH-], predict the reaction product. The product is: [Br:1][C:2]1[N:6]2[N:7]=[C:8]([NH:16][CH2:15][CH2:14][O:13][CH3:12])[CH:9]=[CH:10][C:5]2=[N:4][CH:3]=1. (3) Given the reactants [CH3:1][NH:2][C:3]([C:5]1[N:6]([CH3:32])[C:7]([CH2:20][NH:21][S:22]([C:25]2[CH:30]=[CH:29][CH:28]=[C:27]([Cl:31])[CH:26]=2)(=[O:24])=[O:23])=[CH:8][C:9](=[O:19])[C:10]=1[O:11]CC1C=CC=CC=1)=[O:4].C1(S(C(N)C2N(C)C(C(O)=O)=C(O)C(=O)C=2)(=O)=O)C=CC=CC=1, predict the reaction product. The product is: [CH3:1][NH:2][C:3]([C:5]1[N:6]([CH3:32])[C:7]([CH2:20][NH:21][S:22]([C:25]2[CH:30]=[CH:29][CH:28]=[C:27]([Cl:31])[CH:26]=2)(=[O:24])=[O:23])=[CH:8][C:9](=[O:19])[C:10]=1[OH:11])=[O:4]. (4) Given the reactants [CH3:1][N:2]1[C:6]([N:7]2[CH2:12][CH2:11][CH:10]([NH:13]C(=O)OC(C)(C)C)[CH2:9][CH2:8]2)=[C:5]([NH2:21])[CH:4]=[N:3]1.C(OC([NH:29][C:30]1[S:34][C:33]([C:35]2[C:40]([F:41])=[CH:39][CH:38]=[CH:37][C:36]=2[F:42])=[N:32][C:31]=1[C:43](O)=[O:44])=O)(C)(C)C.CN(C(ON1N=NC2C=CC=NC1=2)=[N+](C)C)C.F[P-](F)(F)(F)(F)F, predict the reaction product. The product is: [NH2:29][C:30]1[S:34][C:33]([C:35]2[C:40]([F:41])=[CH:39][CH:38]=[CH:37][C:36]=2[F:42])=[N:32][C:31]=1[C:43]([NH:21][C:5]1[CH:4]=[N:3][N:2]([CH3:1])[C:6]=1[N:7]1[CH2:8][CH2:9][CH:10]([NH2:13])[CH2:11][CH2:12]1)=[O:44]. (5) Given the reactants [Cl:1][C:2]1[CH:3]=[C:4]([C:8]2[C:17]3[C:12](=[CH:13][CH:14]=[C:15]([C:18]([C:26]4[CH:31]=[CH:30][C:29]([Cl:32])=[CH:28][N:27]=4)(O)[C:19]4[N:20]([CH3:24])[CH:21]=[N:22][CH:23]=4)[CH:16]=3)[N:11]([CH2:33][CH:34]3[CH2:36][CH2:35]3)[C:10](=[O:37])[CH:9]=2)[CH:5]=[CH:6][CH:7]=1.ClC1C=C(C2C3C(=CC=C(C(C4C=NC(Cl)=CC=4)(O)C4N(C)C=NC=4)C=3)[N:48](C)C(=O)C=2)C=CC=1, predict the reaction product. The product is: [NH2:48][C:18]([C:26]1[CH:31]=[CH:30][C:29]([Cl:32])=[CH:28][N:27]=1)([C:19]1[N:20]([CH3:24])[CH:21]=[N:22][CH:23]=1)[C:15]1[CH:16]=[C:17]2[C:12](=[CH:13][CH:14]=1)[N:11]([CH2:33][CH:34]1[CH2:36][CH2:35]1)[C:10](=[O:37])[CH:9]=[C:8]2[C:4]1[CH:5]=[CH:6][CH:7]=[C:2]([Cl:1])[CH:3]=1.